Dataset: Forward reaction prediction with 1.9M reactions from USPTO patents (1976-2016). Task: Predict the product of the given reaction. Given the reactants [H-].[Na+].[Cl:3][C:4]1[CH:9]=[CH:8][CH:7]=[C:6]([Cl:10])[C:5]=1[C:11]1[C:15]([CH2:16][O:17][C:18]2[CH:19]=[C:20]3[C:24](=[CH:25][CH:26]=2)[NH:23][CH:22]=[CH:21]3)=[C:14]([CH:27]([CH3:29])[CH3:28])[O:13][N:12]=1.Br[CH2:31][C:32]1[N:37]=[C:36]([C:38]([O:40][CH3:41])=[O:39])[CH:35]=[CH:34][CH:33]=1, predict the reaction product. The product is: [Cl:3][C:4]1[CH:9]=[CH:8][CH:7]=[C:6]([Cl:10])[C:5]=1[C:11]1[C:15]([CH2:16][O:17][C:18]2[CH:19]=[C:20]3[C:24](=[CH:25][CH:26]=2)[N:23]([CH2:31][C:32]2[N:37]=[C:36]([C:38]([O:40][CH3:41])=[O:39])[CH:35]=[CH:34][CH:33]=2)[CH:22]=[CH:21]3)=[C:14]([CH:27]([CH3:29])[CH3:28])[O:13][N:12]=1.